From a dataset of Forward reaction prediction with 1.9M reactions from USPTO patents (1976-2016). Predict the product of the given reaction. Given the reactants [Br:1][C:2]1[CH:3]=[C:4]([C:8]([NH:12][C:13](=[O:19])[O:14][C:15]([CH3:18])([CH3:17])[CH3:16])([CH3:11])[CH2:9][OH:10])[CH:5]=[CH:6][CH:7]=1, predict the reaction product. The product is: [Br:1][C:2]1[CH:3]=[C:4]([C:8]([NH:12][C:13](=[O:19])[O:14][C:15]([CH3:18])([CH3:17])[CH3:16])([CH3:11])[CH:9]=[O:10])[CH:5]=[CH:6][CH:7]=1.